Binary Classification. Given a drug SMILES string, predict its activity (active/inactive) in a high-throughput screening assay against a specified biological target. From a dataset of In vitro SARS-CoV-2 activity screen of 1,480 approved drugs from Prestwick library. (1) The drug is Nc1ccc(O)c(C(=O)O)c1. The result is 0 (inactive). (2) The molecule is O=C(O)/C=C/C(=O)O.OCCOCCN1CCN(C2=Nc3ccccc3Sc3ccccc32)CC1.OCCOCCN1CCN(C2=Nc3ccccc3Sc3ccccc32)CC1. The result is 0 (inactive). (3) The compound is CCC(c1ccc(O)cc1)C(CC)c1ccc(O)cc1. The result is 0 (inactive). (4) The drug is CN1CCC(=C2c3ccccc3Sc3ccccc32)CC1.O=C(O)/C=C\C(=O)O. The result is 0 (inactive). (5) The molecule is CC(C)OC(=O)CCC/C=C\C[C@H]1[C@@H](O)C[C@@H](O)[C@@H]1CC[C@@H](O)CCc1ccccc1. The result is 0 (inactive).